From a dataset of Forward reaction prediction with 1.9M reactions from USPTO patents (1976-2016). Predict the product of the given reaction. Given the reactants C(=O)([O-])[O-].[K+].[K+].[CH2:7]([O:9][C:10](=[O:15])[C:11](Br)([CH3:13])[CH3:12])[CH3:8].[F:16][C:17]1[CH:18]=[C:19]([OH:26])[CH:20]=[CH:21][C:22]=1[N+:23]([O-:25])=[O:24].C(O)(=O)CC(CC(O)=O)(C(O)=O)O, predict the reaction product. The product is: [CH2:7]([O:9][C:10](=[O:15])[C:11]([O:26][C:19]1[CH:20]=[CH:21][C:22]([N+:23]([O-:25])=[O:24])=[C:17]([F:16])[CH:18]=1)([CH3:13])[CH3:12])[CH3:8].